This data is from Reaction yield outcomes from USPTO patents with 853,638 reactions. The task is: Predict the reaction yield, written as a fraction of the theoretical maximum amount of product (1.0 means a 100% yield; for example, 0.34 means a 34% yield). (1) The reactants are Br[C:2]1[CH:7]=[CH:6][C:5]([C:8](=[O:10])[CH3:9])=[CH:4][CH:3]=1.[F:11][C:12]1[CH:17]=[CH:16][C:15](B(O)O)=[CH:14][CH:13]=1.C(=O)([O-])[O-].[K+].[K+]. The catalyst is C1(C)C=CC=CC=1.C(O)C.C1C=CC([P]([Pd]([P](C2C=CC=CC=2)(C2C=CC=CC=2)C2C=CC=CC=2)([P](C2C=CC=CC=2)(C2C=CC=CC=2)C2C=CC=CC=2)[P](C2C=CC=CC=2)(C2C=CC=CC=2)C2C=CC=CC=2)(C2C=CC=CC=2)C2C=CC=CC=2)=CC=1. The product is [F:11][C:12]1[CH:17]=[CH:16][C:15]([C:2]2[CH:7]=[CH:6][C:5]([C:8](=[O:10])[CH3:9])=[CH:4][CH:3]=2)=[CH:14][CH:13]=1. The yield is 0.480. (2) The reactants are [CH3:1][O:2][C:3]1[CH:41]=[C:40]([O:42][CH3:43])[CH:39]=[CH:38][C:4]=1[CH2:5][N:6]([C:32]1[CH:37]=[CH:36][N:35]=[CH:34][N:33]=1)[S:7]([C:10]1[C:11]([F:31])=[CH:12][C:13]([O:19][C@H:20]2[CH2:24][CH2:23][CH2:22][C@@H:21]2[C:25]2[N:29]([CH3:30])[N:28]=[CH:27][CH:26]=2)=[C:14]([CH:18]=1)[C:15]([NH2:17])=O)(=[O:9])=[O:8].C(N(CC)CC)C.FC(F)(F)C(O)=O. The catalyst is ClCCl. The product is [C:15]([C:14]1[C:13]([O:19][C@H:20]2[CH2:24][CH2:23][CH2:22][C@@H:21]2[C:25]2[N:29]([CH3:30])[N:28]=[CH:27][CH:26]=2)=[CH:12][C:11]([F:31])=[C:10]([S:7]([N:6]([CH2:5][C:4]2[CH:38]=[CH:39][C:40]([O:42][CH3:43])=[CH:41][C:3]=2[O:2][CH3:1])[C:32]2[CH:37]=[CH:36][N:35]=[CH:34][N:33]=2)(=[O:8])=[O:9])[CH:18]=1)#[N:17]. The yield is 0.530. (3) The reactants are C([O:3][C:4](=[O:28])[CH2:5][CH:6]1[CH2:11][CH2:10][N:9]([C:12]2[CH:17]=[CH:16][CH:15]=[CH:14][C:13]=2[NH:18][C:19](=[O:27])[C:20]2[CH:25]=[CH:24][CH:23]=[C:22]([Cl:26])[CH:21]=2)[CH2:8][CH2:7]1)C.CO.[OH-].[Na+].Cl. The catalyst is O. The product is [Cl:26][C:22]1[CH:21]=[C:20]([CH:25]=[CH:24][CH:23]=1)[C:19]([NH:18][C:13]1[CH:14]=[CH:15][CH:16]=[CH:17][C:12]=1[N:9]1[CH2:10][CH2:11][CH:6]([CH2:5][C:4]([OH:28])=[O:3])[CH2:7][CH2:8]1)=[O:27]. The yield is 0.920. (4) The yield is 0.380. The product is [S:1]1[CH2:6][CH:5]=[C:4]([O:7][S:23]([C:26]([F:29])([F:28])[F:27])(=[O:25])=[O:24])[CH2:3][CH2:2]1. The reactants are [S:1]1[CH2:6][CH2:5][C:4](=[O:7])[CH2:3][CH2:2]1.[Li+].CC([N-]C(C)C)C.C1C=CC(N([S:23]([C:26]([F:29])([F:28])[F:27])(=[O:25])=[O:24])[S:23]([C:26]([F:29])([F:28])[F:27])(=[O:25])=[O:24])=CC=1.CCOC(C)=O. The catalyst is C1COCC1.